Dataset: Reaction yield outcomes from USPTO patents with 853,638 reactions. Task: Predict the reaction yield, written as a fraction of the theoretical maximum amount of product (1.0 means a 100% yield; for example, 0.34 means a 34% yield). (1) The reactants are [Cl-].O[NH3+:3].[C:4](=[O:7])([O-])[OH:5].[Na+].CS(C)=O.[CH:13]1([O:16][C:17]2[CH:22]=[CH:21][C:20]([N:23]3[C:28](=[O:29])[C:27]([CH2:30][C:31]4[CH:36]=[CH:35][C:34]([C:37]5[C:38]([C:43]#[N:44])=[CH:39][CH:40]=[CH:41][CH:42]=5)=[CH:33][CH:32]=4)=[C:26]([CH2:45][CH2:46][CH3:47])[N:25]=[C:24]3[CH3:48])=[CH:19][CH:18]=2)[CH2:15][CH2:14]1. The catalyst is O.C(OCC)(=O)C. The product is [CH:13]1([O:16][C:17]2[CH:18]=[CH:19][C:20]([N:23]3[C:28](=[O:29])[C:27]([CH2:30][C:31]4[CH:36]=[CH:35][C:34]([C:37]5[CH:42]=[CH:41][CH:40]=[CH:39][C:38]=5[C:43]5[NH:3][C:4](=[O:7])[O:5][N:44]=5)=[CH:33][CH:32]=4)=[C:26]([CH2:45][CH2:46][CH3:47])[N:25]=[C:24]3[CH3:48])=[CH:21][CH:22]=2)[CH2:14][CH2:15]1. The yield is 0.430. (2) The product is [Br:23][C:18]1[CH:19]=[CH:20][CH:21]=[CH:22][C:17]=1[CH2:16][O:8][CH2:7][CH:5]1[CH2:6][C:4]1([CH3:3])[CH2:9][CH2:10][CH:11]=[C:12]([CH3:14])[CH3:13]. The yield is 0.750. The reactants are [H-].[Na+].[CH3:3][C:4]1([CH2:9][CH2:10][CH:11]=[C:12]([CH3:14])[CH3:13])[CH2:6][CH:5]1[CH2:7][OH:8].Br[CH2:16][C:17]1[CH:22]=[CH:21][CH:20]=[CH:19][C:18]=1[Br:23]. The catalyst is CN1C(=O)CCC1.